This data is from Catalyst prediction with 721,799 reactions and 888 catalyst types from USPTO. The task is: Predict which catalyst facilitates the given reaction. (1) Reactant: [Cl:1][C:2]1[C:3]([O:11][CH:12]([CH3:14])C)=[C:4]([CH:8]=[CH:9][CH:10]=1)[CH2:5]CN.[CH:15]([N:18](C(C)C)CC)(C)C.Cl.[O:25]=[C:26]1[NH:35][C:34]2[N:33]=[CH:32][C:31](/[CH:36]=[CH:37]/[C:38]([OH:40])=O)=[CH:30][C:29]=2[CH2:28][CH2:27]1.O.ON1C2C=CC=CC=2N=N1.Cl.CN(C)CCCN=C=NCC. Product: [Cl:1][C:2]1[C:3]([O:11][CH2:12][CH3:14])=[C:4]([CH:8]=[CH:9][CH:10]=1)[CH2:5][N:18]([CH3:15])[C:38](=[O:40])/[CH:37]=[CH:36]/[C:31]1[CH:32]=[N:33][C:34]2[NH:35][C:26](=[O:25])[CH2:27][CH2:28][C:29]=2[CH:30]=1. The catalyst class is: 18. (2) Reactant: Cl[C:2]1[C:11]2[C:6](=[CH:7][CH:8]=[C:9](OC(F)(F)F)[CH:10]=2)[N:5]=[C:4]([N:17]2[CH2:23][C:22]3[CH:24]=[CH:25][CH:26]=[CH:27][C:21]=3[S:20](=[O:29])(=[O:28])[CH2:19][CH2:18]2)[CH:3]=1.[NH2:30][CH2:31][CH2:32][C:33]#[N:34].[C:35]1(P(C2C=CC=CC=2)C2C=CC3C(=CC=CC=3)C=2C2C3C(=CC=CC=3)C=CC=2P(C2C=CC=CC=2)C2C=CC=CC=2)C=CC=CC=1.CC(C)([O-])C.[Na+]. Product: [O:28]=[S:20]1(=[O:29])[C:21]2[CH:27]=[CH:26][CH:25]=[CH:24][C:22]=2[CH2:23][N:17]([C:4]2[CH:3]=[C:2]([NH:34][CH2:33][CH2:32][C:31]#[N:30])[C:11]3[C:6](=[CH:7][CH:8]=[C:9]([CH3:35])[CH:10]=3)[N:5]=2)[CH2:18][CH2:19]1. The catalyst class is: 187. (3) Reactant: [NH2:1][C:2]1[CH:3]=[N:4][CH:5]=[CH:6][C:7]=1[N:8]1[CH2:13][CH2:12][CH2:11][C@H:10]([NH:14][C:15](=[O:21])[O:16][C:17]([CH3:20])([CH3:19])[CH3:18])[CH2:9]1.[Br:22][C:23]1[S:24][CH:25]=[C:26]([C:28](O)=[O:29])[N:27]=1.C1C=NC2N(O)N=NC=2C=1.C(Cl)CCl. Product: [Br:22][C:23]1[S:24][CH:25]=[C:26]([C:28]([NH:1][C:2]2[CH:3]=[N:4][CH:5]=[CH:6][C:7]=2[N:8]2[CH2:13][CH2:12][CH2:11][C@H:10]([NH:14][C:15](=[O:21])[O:16][C:17]([CH3:18])([CH3:20])[CH3:19])[CH2:9]2)=[O:29])[N:27]=1. The catalyst class is: 31.